Dataset: Catalyst prediction with 721,799 reactions and 888 catalyst types from USPTO. Task: Predict which catalyst facilitates the given reaction. (1) Reactant: [CH2:1]([O:3][C:4]1[CH:5]=[C:6]([O:58][CH:59]([CH3:61])[CH3:60])[C:7]([F:57])=[C:8]([CH:10]([NH:44][C:45]2[CH:50]=[CH:49][C:48]([C:51]3[N:55]=[C:54]([CH3:56])[O:53][N:52]=3)=[CH:47][CH:46]=2)[C:11]2[N:12]([C:25]([C:38]3[CH:43]=[CH:42][CH:41]=[CH:40][CH:39]=3)([C:32]3[CH:37]=[CH:36][CH:35]=[CH:34][CH:33]=3)[C:26]3[CH:31]=[CH:30][CH:29]=[CH:28][CH:27]=3)[CH:13]=[C:14]([C:16]3[CH:21]=[CH:20][CH:19]=[CH:18][C:17]=3[C:22](=[O:24])[CH3:23])[N:15]=2)[CH:9]=1)[CH3:2].[BH4-].[Na+]. Product: [CH2:1]([O:3][C:4]1[CH:5]=[C:6]([O:58][CH:59]([CH3:60])[CH3:61])[C:7]([F:57])=[C:8]([CH:10]([NH:44][C:45]2[CH:46]=[CH:47][C:48]([C:51]3[N:55]=[C:54]([CH3:56])[O:53][N:52]=3)=[CH:49][CH:50]=2)[C:11]2[N:12]([C:25]([C:32]3[CH:37]=[CH:36][CH:35]=[CH:34][CH:33]=3)([C:26]3[CH:31]=[CH:30][CH:29]=[CH:28][CH:27]=3)[C:38]3[CH:39]=[CH:40][CH:41]=[CH:42][CH:43]=3)[CH:13]=[C:14]([C:16]3[CH:21]=[CH:20][CH:19]=[CH:18][C:17]=3[CH:22]([OH:24])[CH3:23])[N:15]=2)[CH:9]=1)[CH3:2]. The catalyst class is: 5. (2) Reactant: C(OC([N:8]1[CH:12]2[CH2:13][CH2:14][CH2:15][CH:11]2[N:10]([CH2:16][CH3:17])[C:9]1=[O:18])=O)(C)(C)C.FC(F)(F)C(O)=O. Product: [CH2:16]([N:10]1[CH:11]2[CH2:15][CH2:14][CH2:13][CH:12]2[NH:8][C:9]1=[O:18])[CH3:17]. The catalyst class is: 4. (3) Reactant: [N+:1]([C:4]1[CH:5]=[CH:6][C:7]([NH2:10])=[N:8][CH:9]=1)([O-:3])=[O:2].[CH2:11]([O:13][C:14](=[O:28])[CH:15]([CH2:19][C:20](=O)[C:21]1[CH:26]=[CH:25][CH:24]=[CH:23][CH:22]=1)[C:16](=O)[CH3:17])[CH3:12].CC1C=CC(S(O)(=O)=O)=CC=1. Product: [CH2:11]([O:13][C:14]([C:15]1[CH:19]=[C:20]([C:21]2[CH:22]=[CH:23][CH:24]=[CH:25][CH:26]=2)[N:10]([C:7]2[CH:6]=[CH:5][C:4]([N+:1]([O-:3])=[O:2])=[CH:9][N:8]=2)[C:16]=1[CH3:17])=[O:28])[CH3:12]. The catalyst class is: 8. (4) Reactant: [CH2:1]([O:3][C:4](=[O:17])[CH:5]=[CH:6][C:7]1[CH:8]=[C:9]2[C:14](=[CH:15][CH:16]=1)[N:13]=[CH:12][CH:11]=[CH:10]2)[CH3:2]. Product: [CH2:1]([O:3][C:4](=[O:17])[CH2:5][CH2:6][C:7]1[CH:8]=[C:9]2[C:14](=[CH:15][CH:16]=1)[N:13]=[CH:12][CH:11]=[CH:10]2)[CH3:2]. The catalyst class is: 19. (5) Reactant: [CH3:1][O:2][CH:3]([O:21][CH3:22])[CH2:4][N:5]1[C:10]([C:11]([O:13][CH3:14])=[O:12])=[C:9]([O:15][CH3:16])[C:8](=[O:17])[C:7]([C:18]([OH:20])=O)=[CH:6]1.C(N(C(C)C)CC)(C)C.Cl.[F:33][C:34]1[CH:39]=[C:38]([F:40])[CH:37]=[CH:36][C:35]=1[C@H:41]([NH2:43])[CH3:42].CN(C(ON1N=NC2C=CC=NC1=2)=[N+](C)C)C.F[P-](F)(F)(F)(F)F. Product: [F:33][C:34]1[CH:39]=[C:38]([F:40])[CH:37]=[CH:36][C:35]=1[C@H:41]([NH:43][C:18]([C:7]1[C:8](=[O:17])[C:9]([O:15][CH3:16])=[C:10]([C:11]([O:13][CH3:14])=[O:12])[N:5]([CH2:4][CH:3]([O:2][CH3:1])[O:21][CH3:22])[CH:6]=1)=[O:20])[CH3:42]. The catalyst class is: 10. (6) Reactant: [Cl:1][C:2]1[CH:3]=[C:4]2[C:8](=[C:9]([CH3:11])[CH:10]=1)[N:7]([CH2:12][CH2:13][O:14][CH3:15])[CH:6]=[CH:5]2.[C:16](O[C:16]([C:18]([F:21])([F:20])[F:19])=[O:17])([C:18]([F:21])([F:20])[F:19])=[O:17].CCOC(C)=O. Product: [Cl:1][C:2]1[CH:3]=[C:4]2[C:8](=[C:9]([CH3:11])[CH:10]=1)[N:7]([CH2:12][CH2:13][O:14][CH3:15])[CH:6]=[C:5]2[C:16](=[O:17])[C:18]([F:21])([F:20])[F:19]. The catalyst class is: 3.